The task is: Regression. Given two drug SMILES strings and cell line genomic features, predict the synergy score measuring deviation from expected non-interaction effect.. This data is from NCI-60 drug combinations with 297,098 pairs across 59 cell lines. (1) Drug 1: C1CC(=O)NC(=O)C1N2CC3=C(C2=O)C=CC=C3N. Drug 2: CCC1=C2CN3C(=CC4=C(C3=O)COC(=O)C4(CC)O)C2=NC5=C1C=C(C=C5)O. Cell line: DU-145. Synergy scores: CSS=10.7, Synergy_ZIP=-1.60, Synergy_Bliss=-2.35, Synergy_Loewe=-45.4, Synergy_HSA=-2.02. (2) Drug 1: COC1=CC(=CC(=C1O)OC)C2C3C(COC3=O)C(C4=CC5=C(C=C24)OCO5)OC6C(C(C7C(O6)COC(O7)C8=CC=CS8)O)O. Drug 2: CC1=C(C(CCC1)(C)C)C=CC(=CC=CC(=CC(=O)O)C)C. Cell line: RXF 393. Synergy scores: CSS=24.2, Synergy_ZIP=-5.75, Synergy_Bliss=0.636, Synergy_Loewe=-3.20, Synergy_HSA=3.87. (3) Drug 1: CNC(=O)C1=CC=CC=C1SC2=CC3=C(C=C2)C(=NN3)C=CC4=CC=CC=N4. Drug 2: B(C(CC(C)C)NC(=O)C(CC1=CC=CC=C1)NC(=O)C2=NC=CN=C2)(O)O. Cell line: HCC-2998. Synergy scores: CSS=-4.41, Synergy_ZIP=-0.426, Synergy_Bliss=-5.70, Synergy_Loewe=-6.75, Synergy_HSA=-7.45. (4) Drug 1: C1CNP(=O)(OC1)N(CCCl)CCCl. Drug 2: CN1C(=O)N2C=NC(=C2N=N1)C(=O)N. Cell line: T-47D. Synergy scores: CSS=-17.8, Synergy_ZIP=13.4, Synergy_Bliss=4.68, Synergy_Loewe=-8.71, Synergy_HSA=-9.09. (5) Drug 1: CC1=C(C=C(C=C1)NC2=NC=CC(=N2)N(C)C3=CC4=NN(C(=C4C=C3)C)C)S(=O)(=O)N.Cl. Drug 2: C(CC(=O)O)C(=O)CN.Cl. Cell line: CAKI-1. Synergy scores: CSS=2.79, Synergy_ZIP=-7.60, Synergy_Bliss=-10.8, Synergy_Loewe=-18.0, Synergy_HSA=-8.23.